This data is from Catalyst prediction with 721,799 reactions and 888 catalyst types from USPTO. The task is: Predict which catalyst facilitates the given reaction. (1) The catalyst class is: 6. Product: [OH:14][CH2:2][C:3]1[N:4]([CH3:12])[CH:5]=[C:6]([S:8]([NH2:11])(=[O:10])=[O:9])[N:7]=1. Reactant: Cl[CH2:2][C:3]1[N:4]([CH3:12])[CH:5]=[C:6]([S:8]([NH2:11])(=[O:10])=[O:9])[N:7]=1.C(=O)([O-])[O-:14].[K+].[K+].C1COCC1. (2) The catalyst class is: 12. Reactant: [Si:1]([O:8][CH2:9][CH:10]1[O:14][N:13]=[C:12]([C:15]2[CH:20]=[CH:19][C:18]([Sn](C)(C)C)=[CH:17][CH:16]=2)[CH2:11]1)([C:4]([CH3:7])([CH3:6])[CH3:5])([CH3:3])[CH3:2].I[C:26]1[CH:31]=[CH:30][C:29]([N:32]2[CH2:36][C@H:35]([CH2:37][N:38]3[CH:42]=[CH:41][N:40]=[N:39]3)[O:34][C:33]2=[O:43])=[CH:28][CH:27]=1.O1C=CC=C1P(C1OC=CC=1)C1OC=CC=1. Product: [Si:1]([O:8][CH2:9][CH:10]1[O:14][N:13]=[C:12]([C:15]2[CH:20]=[CH:19][C:18]([C:26]3[CH:27]=[CH:28][C:29]([N:32]4[CH2:36][C@H:35]([CH2:37][N:38]5[CH:42]=[CH:41][N:40]=[N:39]5)[O:34][C:33]4=[O:43])=[CH:30][CH:31]=3)=[CH:17][CH:16]=2)[CH2:11]1)([C:4]([CH3:7])([CH3:6])[CH3:5])([CH3:3])[CH3:2]. (3) Reactant: FC(F)(F)S(O[C:7]1[C:15]([CH3:16])=[CH:14][C:10]2[N:11]=[CH:12][S:13][C:9]=2[C:8]=1[C:17]1[CH:22]=[CH:21][C:20]([Cl:23])=[CH:19][CH:18]=1)(=O)=O.[CH2:26](C([Sn])=C(CCCC)CCCC)[CH2:27]CC.[Li+].[Cl-].C(OCC)(=O)C. Product: [Cl:23][C:20]1[CH:21]=[CH:22][C:17]([C:8]2[C:9]3[S:13][CH:12]=[N:11][C:10]=3[CH:14]=[C:15]([CH3:16])[C:7]=2[CH:26]=[CH2:27])=[CH:18][CH:19]=1. The catalyst class is: 233. (4) Reactant: F[C:2]1[CH:7]=[CH:6][C:5]([N+:8]([O-:10])=[O:9])=[CH:4][CH:3]=1.[CH3:11][N:12]1[CH2:17][CH2:16][N:15]([CH2:18][CH2:19][CH2:20][NH2:21])[CH2:14][CH2:13]1.C(NC(C)C)(C)C. The catalyst class is: 12. Product: [CH3:11][N:12]1[CH2:17][CH2:16][N:15]([CH2:18][CH2:19][CH2:20][NH:21][C:2]2[CH:7]=[CH:6][C:5]([N+:8]([O-:10])=[O:9])=[CH:4][CH:3]=2)[CH2:14][CH2:13]1. (5) Reactant: [SiH3][O-].[K+].C[O:5][C:6](=[O:25])[C:7]([CH2:23][CH3:24])([C:10]1[CH:15]=[CH:14][C:13]([C:16]2[CH:21]=[CH:20][CH:19]=[CH:18][CH:17]=2)=[C:12]([F:22])[CH:11]=1)[CH2:8][CH3:9]. Product: [CH2:8]([C:7]([C:10]1[CH:15]=[CH:14][C:13]([C:16]2[CH:21]=[CH:20][CH:19]=[CH:18][CH:17]=2)=[C:12]([F:22])[CH:11]=1)([CH2:23][CH3:24])[C:6]([OH:25])=[O:5])[CH3:9]. The catalyst class is: 1.